From a dataset of TCR-epitope binding with 47,182 pairs between 192 epitopes and 23,139 TCRs. Binary Classification. Given a T-cell receptor sequence (or CDR3 region) and an epitope sequence, predict whether binding occurs between them. (1) The epitope is QECVRGTTVL. The TCR CDR3 sequence is CASSQERGTSYEQYF. Result: 1 (the TCR binds to the epitope). (2) The TCR CDR3 sequence is CASSPIGRSEAFF. Result: 1 (the TCR binds to the epitope). The epitope is RLRPGGKKK. (3) The epitope is TLVPQEHYV. The TCR CDR3 sequence is CASSPFGTGYNEQFF. Result: 0 (the TCR does not bind to the epitope).